This data is from Forward reaction prediction with 1.9M reactions from USPTO patents (1976-2016). The task is: Predict the product of the given reaction. (1) Given the reactants [CH:1]1([N:5]2[CH2:10][CH2:9][N:8]([C:11]([CH:13]3[CH2:18][CH2:17][CH:16]([NH:19][C:20]4[CH:21]=[N:22][C:23]([OH:26])=[CH:24][CH:25]=4)[CH2:15][CH2:14]3)=[O:12])[CH2:7][CH2:6]2)[CH2:4][CH2:3][CH2:2]1.[CH:27](O)([CH3:29])[CH3:28], predict the reaction product. The product is: [CH:1]1([N:5]2[CH2:6][CH2:7][N:8]([C:11]([CH:13]3[CH2:14][CH2:15][CH:16]([NH:19][C:20]4[CH:21]=[N:22][C:23]([O:26][CH:27]([CH3:29])[CH3:28])=[CH:24][CH:25]=4)[CH2:17][CH2:18]3)=[O:12])[CH2:9][CH2:10]2)[CH2:2][CH2:3][CH2:4]1. (2) Given the reactants [OH:1][C:2]1[CH:7]=[C:6]([CH3:8])O[C:4](=[O:9])[CH:3]=1.[CH2:10]([NH2:13])[CH:11]=[CH2:12], predict the reaction product. The product is: [CH2:10]([N:13]1[C:6]([CH3:8])=[CH:7][C:2]([OH:1])=[CH:3][C:4]1=[O:9])[CH:11]=[CH2:12]. (3) Given the reactants Cl.[NH2:2][CH2:3][CH2:4][NH:5][C:6](=[O:15])[O:7][CH2:8][C:9]1[CH:14]=[CH:13][CH:12]=[CH:11][CH:10]=1.[O:16]1[CH2:21][CH2:20][C:19](=O)[CH2:18][CH2:17]1.C(O)(=O)C.C(O[BH-](OC(=O)C)OC(=O)C)(=O)C.[Na+], predict the reaction product. The product is: [O:16]1[CH2:21][CH2:20][CH:19]([NH:2][CH2:3][CH2:4][NH:5][C:6](=[O:15])[O:7][CH2:8][C:9]2[CH:10]=[CH:11][CH:12]=[CH:13][CH:14]=2)[CH2:18][CH2:17]1. (4) Given the reactants [Br:1][C:2]1[C:10]2[C:5](=[N:6][CH:7]=[CH:8][C:9]=2[Cl:11])[NH:4][CH:3]=1.[H-].[Na+].[C:14]1([S:20](Cl)(=[O:22])=[O:21])[CH:19]=[CH:18][CH:17]=[CH:16][CH:15]=1, predict the reaction product. The product is: [Br:1][C:2]1[C:10]2[C:5](=[N:6][CH:7]=[CH:8][C:9]=2[Cl:11])[N:4]([S:20]([C:14]2[CH:19]=[CH:18][CH:17]=[CH:16][CH:15]=2)(=[O:22])=[O:21])[CH:3]=1. (5) Given the reactants C([O:8][C@@H:9]1[C@@H:16]([O:17]CC2C=CC=CC=2)[C@H:15]([O:25]CC2C=CC=CC=2)[C:12]2([CH2:14][CH2:13]2)[O:11][C@H:10]1[O:33][C:34]1[CH:39]=[CH:38][CH:37]=[CH:36][C:35]=1[CH2:40][C:41]1[CH:46]=[CH:45][C:44]([O:47][CH3:48])=[CH:43][CH:42]=1)C1C=CC=CC=1, predict the reaction product. The product is: [CH3:48][O:47][C:44]1[CH:43]=[CH:42][C:41]([CH2:40][C:35]2[CH:36]=[CH:37][CH:38]=[CH:39][C:34]=2[O:33][CH:10]2[CH:9]([OH:8])[CH:16]([OH:17])[CH:15]([OH:25])[C:12]3([CH2:14][CH2:13]3)[O:11]2)=[CH:46][CH:45]=1.